Dataset: Catalyst prediction with 721,799 reactions and 888 catalyst types from USPTO. Task: Predict which catalyst facilitates the given reaction. (1) Reactant: [CH3:1][O:2][CH2:3][CH2:4][C:5]([OH:7])=O.CS(Cl)(=O)=O.[NH2:13][C:14]1[CH:23]=[C:22]([Br:24])[CH:21]=[CH:20][C:15]=1[C:16]([NH:18][CH3:19])=[O:17]. Product: [Br:24][C:22]1[CH:21]=[CH:20][C:15]([C:16]([NH:18][CH3:19])=[O:17])=[C:14]([NH:13][C:5](=[O:7])[CH2:4][CH2:3][O:2][CH3:1])[CH:23]=1. The catalyst class is: 79. (2) Reactant: [CH3:1][N:2]([CH3:14])[C:3]1[C:12]2[C:7](=[C:8]([NH2:13])[CH:9]=[CH:10][CH:11]=2)[N:6]=[CH:5][N:4]=1.[Cl:15][C:16]1[C:21]([C:22](O)=[O:23])=[C:20]([F:25])[C:19]([CH2:26][NH:27][C:28](=[O:33])[C:29]([CH3:32])([CH3:31])[CH3:30])=[CH:18][CH:17]=1.C(Cl)(=O)C(Cl)=O.CCN(C(C)C)C(C)C. Product: [Cl:15][C:16]1[C:21]([C:22]([NH:13][C:8]2[CH:9]=[CH:10][CH:11]=[C:12]3[C:7]=2[N:6]=[CH:5][N:4]=[C:3]3[N:2]([CH3:14])[CH3:1])=[O:23])=[C:20]([F:25])[C:19]([CH2:26][NH:27][C:28](=[O:33])[C:29]([CH3:31])([CH3:30])[CH3:32])=[CH:18][CH:17]=1. The catalyst class is: 85. (3) Reactant: [OH:1][C:2]1[CH:3]=[CH:4][C:5]([NH:12][S:13]([C:16]2[CH:21]=[CH:20][C:19]([CH3:22])=[CH:18][CH:17]=2)(=[O:15])=[O:14])=[C:6]([CH:11]=1)[C:7]([O:9][CH3:10])=[O:8].[CH2:23]([NH:30][C:31]1[CH:36]=[C:35](F)[CH:34]=[CH:33][C:32]=1[N+:38]([O-:40])=[O:39])[C:24]1[CH:29]=[CH:28][CH:27]=[CH:26][CH:25]=1.C(=O)([O-])[O-].[K+].[K+]. Product: [CH3:10][O:9][C:7](=[O:8])[C:6]1[CH:11]=[C:2]([O:1][C:35]2[CH:34]=[CH:33][C:32]([N+:38]([O-:40])=[O:39])=[C:31]([NH:30][CH2:23][C:24]3[CH:29]=[CH:28][CH:27]=[CH:26][CH:25]=3)[CH:36]=2)[CH:3]=[CH:4][C:5]=1[NH:12][S:13]([C:16]1[CH:21]=[CH:20][C:19]([CH3:22])=[CH:18][CH:17]=1)(=[O:15])=[O:14]. The catalyst class is: 163.